From a dataset of Experimentally validated miRNA-target interactions with 360,000+ pairs, plus equal number of negative samples. Binary Classification. Given a miRNA mature sequence and a target amino acid sequence, predict their likelihood of interaction. (1) The miRNA is mmu-miR-3065-5p with sequence UCAACAAAAUCACUGAUGCUGG. The protein sequence of the target gene is MLGWCEAIARNPHRIPNTTRTPETSGDVADASQTSTLNEKSPGRSASRSSNISKASSPTTGTAPRSQSRLSVCPSTQDICRICHCEGDEESPLITPCRCTGTLRFVHQSCLHQWIKSSDTRCCELCKYDFIMETKLKPLRKWEKLQMTTSERRKIFCSVTFHVIAVTCVVWSLYVLIDRTAEEIKQGNDNGVLEWPFWTKLVVVAIGFTGGLVFMYVQCKVYVQLWRRLKAYNRVIFVQNCPDTANKLEKNFPCNVNTEIKDAVVVPVPQTGSNTLPTAEGAPPEVIPV. Result: 1 (interaction). (2) The miRNA is dme-miR-312-3p with sequence UAUUGCACUUGAGACGGCCUGA. The protein sequence of the target gene is MDKFVIRTPRIQNSPQKKDSGGKVYKQATIESLKRVVVVEDIKRWKTMLELPDQTKENLVEALQELKKKIPSREVLKSTRIGHTVNKMRKHSDSEVASLAREVYTEWKTFTEKHSNRPSIEVRSDPKTESLRKNAQKLLSEALELKMDHLLVENIERETFHLCSRLINGPYRRTVRALVFTLKHRAEIRAQVKSGSLPVGTFVQTHKK. Result: 0 (no interaction). (3) The miRNA is hsa-miR-450a-5p with sequence UUUUGCGAUGUGUUCCUAAUAU. The protein sequence of the target gene is MGHPPLEFSDCYLDSPDFRQRLKYYEEELERTNKFIKDVIKDGSALISAMRNYSSAVQKFSQTLQSFQFDFIGDTLTDDEINIAESFKEFAELLNEVENERMMMVQNASDLLIKPLETFRKEQIGFTKERKKKFEKDGERFYSLLDRHLHLSSKKKESQLLEADLQVDKERHNFFESSLDYVYQIQEVQESKKFNIVEPVLAFLHSLFISNSLTVELTQDFLPYKQQLQLSLQNTRNHFSSTREEMEELKKRMKEAPQTCKLPGQPTIEGYLYTQEKWALGISWAKYYCRYEKETRMLTM.... Result: 0 (no interaction).